From a dataset of Forward reaction prediction with 1.9M reactions from USPTO patents (1976-2016). Predict the product of the given reaction. (1) Given the reactants [C:1]([CH:4]1[C:9](=[O:10])[CH2:8][CH:7]([C:11]2[O:12][CH:13]=[CH:14][CH:15]=2)[CH2:6][C:5]1=O)(=O)[CH3:2].[NH2:17][C:18]1[N:27]=C(C)C2C(=O)CC(C3C=CC(F)=CC=3)CC=2[N:19]=1, predict the reaction product. The product is: [NH2:27][C:18]1[N:19]=[C:1]([CH3:2])[C:4]2[C:9](=[O:10])[CH2:8][CH:7]([C:11]3[O:12][CH:13]=[CH:14][CH:15]=3)[CH2:6][C:5]=2[N:17]=1. (2) The product is: [Br:10][C:11]1[CH:16]=[CH:15][C:14]([NH:7][CH2:6][CH2:5][O:4][C:3]([F:9])([F:8])[F:2])=[C:13]([N+:18]([O-:20])=[O:19])[CH:12]=1. Given the reactants Cl.[F:2][C:3]([F:9])([F:8])[O:4][CH2:5][CH2:6][NH2:7].[Br:10][C:11]1[CH:16]=[CH:15][C:14](F)=[C:13]([N+:18]([O-:20])=[O:19])[CH:12]=1.C(N(CC)C(C)C)(C)C, predict the reaction product.